This data is from Reaction yield outcomes from USPTO patents with 853,638 reactions. The task is: Predict the reaction yield, written as a fraction of the theoretical maximum amount of product (1.0 means a 100% yield; for example, 0.34 means a 34% yield). (1) The reactants are Br[CH2:2][C:3]1[CH:8]=[C:7]([N+:9]([O-:11])=[O:10])[CH:6]=[CH:5][C:4]=1[Cl:12].[CH3:13][C:14]1[N:19]=[C:18]([SH:20])[N:17]=[C:16]([OH:21])[CH:15]=1.C(N(CC)CC)C. The catalyst is C(O)C. The product is [Cl:12][C:4]1[CH:5]=[CH:6][C:7]([N+:9]([O-:11])=[O:10])=[CH:8][C:3]=1[CH2:2][S:20][C:18]1[N:17]=[C:16]([OH:21])[CH:15]=[C:14]([CH3:13])[N:19]=1. The yield is 0.900. (2) The reactants are [C:1]1([CH2:11]O)[C:10]2[C:5](=[CH:6][CH:7]=[CH:8][CH:9]=2)[CH:4]=[CH:3][CH:2]=1.N1C=CC=CC=1.P(Br)(Br)[Br:20]. The catalyst is C1(C)C=CC=CC=1. The product is [Br:20][CH2:11][C:1]1[C:10]2[C:5](=[CH:6][CH:7]=[CH:8][CH:9]=2)[CH:4]=[CH:3][CH:2]=1. The yield is 0.530.